From a dataset of Reaction yield outcomes from USPTO patents with 853,638 reactions. Predict the reaction yield, written as a fraction of the theoretical maximum amount of product (1.0 means a 100% yield; for example, 0.34 means a 34% yield). (1) The reactants are [CH3:1][C:2]1[CH:10]=[CH:9][CH:8]=[CH:7][C:3]=1[C:4](Cl)=[O:5].[NH2:11][C:12]1[CH:13]=[C:14]([CH:27]=[CH:28][CH:29]=1)[C:15]([C:17]1[CH:25]=[C:24]2[C:20]([CH2:21][C:22](=[O:26])[NH:23]2)=[CH:19][CH:18]=1)=[O:16]. The catalyst is C1COCC1. The product is [CH3:1][C:2]1[CH:10]=[CH:9][CH:8]=[CH:7][C:3]=1[C:4]([NH:11][C:12]1[CH:29]=[CH:28][CH:27]=[C:14]([C:15]([C:17]2[CH:25]=[C:24]3[C:20]([CH2:21][C:22](=[O:26])[NH:23]3)=[CH:19][CH:18]=2)=[O:16])[CH:13]=1)=[O:5]. The yield is 0.720. (2) The reactants are C[C:2](C)([O-:4])C.[K+].[Cl-].COC[P+](C1C=CC=CC=1)(C1C=CC=CC=1)C1C=CC=CC=1.[O:30]1[C:34]2[CH:35]=[CH:36][CH:37]=[CH:38][C:33]=2[CH:32]=[C:31]1[CH:39]1[CH2:44][CH2:43][C:42](=O)[CH2:41][CH2:40]1.Cl. The catalyst is O1CCCC1.O. The product is [O:30]1[C:34]2[CH:35]=[CH:36][CH:37]=[CH:38][C:33]=2[CH:32]=[C:31]1[CH:39]1[CH2:44][CH2:43][CH:42]([CH:2]=[O:4])[CH2:41][CH2:40]1. The yield is 0.300. (3) The reactants are [C:1]([O:5][C:6]([N:8]1[CH2:12][CH2:11][CH2:10][CH:9]1[C:13]1[NH:14][C:15]([C:18]2[CH:30]=[CH:29][C:28]3[C:27]4[C:22](=[CH:23][C:24](Br)=[CH:25][CH:26]=4)[C:21]([F:33])([F:32])[C:20]=3[CH:19]=2)=[CH:16][N:17]=1)=[O:7])([CH3:4])([CH3:3])[CH3:2].[C:34]([O:38][C:39]([N:41]1[CH:46]([C:47]2[NH:51][C:50]3[CH:52]=[C:53](B4OC(C)(C)C(C)(C)O4)[CH:54]=[CH:55][C:49]=3[N:48]=2)[CH:45]2[CH2:65][CH:42]1[CH2:43][CH2:44]2)=[O:40])([CH3:37])([CH3:36])[CH3:35].C(=O)([O-])[O-].[K+].[K+]. The catalyst is COCCOC.O.C(OCC)(=O)C.C1C=CC(P(C2C=CC=CC=2)[C-]2C=CC=C2)=CC=1.C1C=CC(P(C2C=CC=CC=2)[C-]2C=CC=C2)=CC=1.Cl[Pd]Cl.[Fe+2].C1C=CC([P]([Pd]([P](C2C=CC=CC=2)(C2C=CC=CC=2)C2C=CC=CC=2)([P](C2C=CC=CC=2)(C2C=CC=CC=2)C2C=CC=CC=2)[P](C2C=CC=CC=2)(C2C=CC=CC=2)C2C=CC=CC=2)(C2C=CC=CC=2)C2C=CC=CC=2)=CC=1. The product is [C:1]([O:5][C:6]([N:8]1[CH2:12][CH2:11][CH2:10][CH:9]1[C:13]1[NH:14][C:15]([C:18]2[CH:30]=[CH:29][C:28]3[C:27]4[C:22](=[CH:23][C:24]([C:53]5[CH:54]=[CH:55][C:49]6[N:48]=[C:47]([CH:46]7[CH:45]8[CH2:65][CH:42]([CH2:43][CH2:44]8)[N:41]7[C:39]([O:38][C:34]([CH3:35])([CH3:37])[CH3:36])=[O:40])[NH:51][C:50]=6[CH:52]=5)=[CH:25][CH:26]=4)[C:21]([F:33])([F:32])[C:20]=3[CH:19]=2)=[CH:16][N:17]=1)=[O:7])([CH3:4])([CH3:3])[CH3:2]. The yield is 0.770.